Dataset: Full USPTO retrosynthesis dataset with 1.9M reactions from patents (1976-2016). Task: Predict the reactants needed to synthesize the given product. (1) Given the product [CH3:29][C:30]1[O:34][N:33]=[C:32]([NH:35][C:21]([NH:13][C:12]2[CH:14]=[CH:15][C:9]([B:4]3[O:3][C:2]([CH3:16])([CH3:1])[C:6]([CH3:7])([CH3:8])[O:5]3)=[CH:10][CH:11]=2)=[O:27])[CH:31]=1, predict the reactants needed to synthesize it. The reactants are: [CH3:1][C:2]1([CH3:16])[C:6]([CH3:8])([CH3:7])[O:5][B:4]([C:9]2[CH:15]=[CH:14][C:12]([NH2:13])=[CH:11][CH:10]=2)[O:3]1.ClC(Cl)(O[C:21](=[O:27])OC(Cl)(Cl)Cl)Cl.[CH3:29][C:30]1[O:34][N:33]=[C:32]([NH2:35])[CH:31]=1.C([O-])(O)=O.[Na+]. (2) Given the product [CH3:17][O:18][C:19](=[O:31])[CH2:20][C:21]1[C:22]([CH3:30])=[C:23]([S:9][C:10]2[CH:11]=[CH:12][C:13]([Cl:16])=[CH:14][CH:15]=2)[N:24]2[C:29]=1[CH:28]=[CH:27][CH:26]=[CH:25]2, predict the reactants needed to synthesize it. The reactants are: [Cl:16][C:13]1[CH:14]=[CH:15][C:10]([S:9][S:9][C:10]2[CH:15]=[CH:14][C:13]([Cl:16])=[CH:12][CH:11]=2)=[CH:11][CH:12]=1.[CH3:17][O:18][C:19](=[O:31])[CH2:20][C:21]1[C:22]([CH3:30])=[CH:23][N:24]2[C:29]=1[CH:28]=[CH:27][CH:26]=[CH:25]2. (3) Given the product [Cl:1][C:2]1[CH:7]=[CH:6][C:5]([C:8]([N:17]2[C:25]3[C:20](=[C:21]([N:26]([CH2:31][O:32][CH2:33][CH2:34][Si:35]([CH3:38])([CH3:36])[CH3:37])[S:27]([CH3:30])(=[O:29])=[O:28])[CH:22]=[CH:23][CH:24]=3)[CH:19]=[CH:18]2)([CH2:15][CH3:16])[C:9]#[C:10][C:11]([OH:13])=[O:12])=[CH:4][CH:3]=1, predict the reactants needed to synthesize it. The reactants are: [Cl:1][C:2]1[CH:7]=[CH:6][C:5]([C:8]([N:17]2[C:25]3[C:20](=[C:21]([N:26]([CH2:31][O:32][CH2:33][CH2:34][Si:35]([CH3:38])([CH3:37])[CH3:36])[S:27]([CH3:30])(=[O:29])=[O:28])[CH:22]=[CH:23][CH:24]=3)[CH:19]=[CH:18]2)([CH2:15][CH3:16])[C:9]#[C:10][C:11]([O:13]C)=[O:12])=[CH:4][CH:3]=1.O.[Li+].[OH-]. (4) Given the product [C:4]1([C:8]2[CH:13]=[CH:12][CH:11]=[CH:10][CH:9]=2)[CH:5]=[CH:6][CH:7]=[C:2]([NH:14][C@@H:15]([CH2:19][C:20]2[CH:21]=[C:22]([O:30][CH3:31])[C:23]([O:28][CH3:29])=[C:24]([O:26][CH3:27])[CH:25]=2)[C:16]([OH:18])=[O:17])[CH:3]=1, predict the reactants needed to synthesize it. The reactants are: Br[C:2]1[CH:3]=[C:4]([C:8]2[CH:13]=[CH:12][CH:11]=[CH:10][CH:9]=2)[CH:5]=[CH:6][CH:7]=1.[NH2:14][C@@H:15]([CH2:19][C:20]1[CH:25]=[C:24]([O:26][CH3:27])[C:23]([O:28][CH3:29])=[C:22]([O:30][CH3:31])[CH:21]=1)[C:16]([OH:18])=[O:17].C([O-])([O-])=O.[K+].[K+]. (5) Given the product [CH:15]([O:14][C:11]1[CH:12]=[CH:13][C:8]([C:5]([CH3:7])([CH3:6])[C:4]([OH:20])=[O:3])=[CH:9][C:10]=1[O:18][CH3:19])([CH3:16])[CH3:17], predict the reactants needed to synthesize it. The reactants are: C([O:3][C:4](=[O:20])[C:5]([C:8]1[CH:13]=[CH:12][C:11]([O:14][CH:15]([CH3:17])[CH3:16])=[C:10]([O:18][CH3:19])[CH:9]=1)([CH3:7])[CH3:6])C.[OH-].[Na+].O. (6) Given the product [Cl:15][C:16]([Cl:21])([Cl:20])[C:17]([NH:1][C:2]1[CH:3]=[N:4][CH:5]=[CH:6][CH:7]=1)=[O:18], predict the reactants needed to synthesize it. The reactants are: [NH2:1][C:2]1[CH:3]=[N:4][CH:5]=[CH:6][CH:7]=1.C(N(CC)CC)C.[Cl:15][C:16]([Cl:21])([Cl:20])[C:17](Cl)=[O:18]. (7) Given the product [OH:1][C:2]1[O:6][C:5](=[O:7])[CH2:4][C:3]=1[CH2:8][CH2:9][CH3:10], predict the reactants needed to synthesize it. The reactants are: [OH:1][CH:2]1[O:6][C:5](=[O:7])[CH:4]=[C:3]1[CH2:8][CH2:9][CH3:10]. (8) Given the product [CH2:1]1[C:12]2[C:13](=[CH:1][CH:2]=[CH:3][CH:4]=2)[CH2:4][CH2:3][CH2:2]1, predict the reactants needed to synthesize it. The reactants are: [C:1](Cl)(=O)[CH2:2][CH2:3][CH3:4].CCN([CH2:12][CH3:13])CC. (9) Given the product [Cl:16][C:6]1[CH:5]=[C:4]([CH:9]=[CH:8][C:7]=1[CH:10]1[CH2:11][CH2:12][CH2:13][CH2:14][CH2:15]1)[C:3]([OH:17])=[O:2], predict the reactants needed to synthesize it. The reactants are: C[O:2][C:3](=[O:17])[C:4]1[CH:9]=[CH:8][C:7]([CH:10]2[CH2:15][CH2:14][CH2:13][CH2:12][CH2:11]2)=[C:6]([Cl:16])[CH:5]=1.O.Cl.C(Cl)(Cl)Cl.